This data is from Catalyst prediction with 721,799 reactions and 888 catalyst types from USPTO. The task is: Predict which catalyst facilitates the given reaction. Reactant: [F:1][C:2]1[CH:7]=[CH:6][C:5]([F:8])=[CH:4][C:3]=1/[CH:9]=[CH:10]/[CH2:11][N:12]1[CH2:17][CH2:16][CH:15]([CH2:18][CH2:19][CH2:20][N:21]2[C:26]3[CH:27]=[C:28]([C:31]#[N:32])[CH:29]=[CH:30][C:25]=3[O:24][CH2:23][C:22]2=[O:33])[CH:14]([C:34]([O:36]C)=[O:35])[CH2:13]1.[OH-].[Na+].Cl. Product: [C:31]([C:28]1[CH:29]=[CH:30][C:25]2[O:24][CH2:23][C:22](=[O:33])[N:21]([CH2:20][CH2:19][CH2:18][CH:15]3[CH2:16][CH2:17][N:12]([CH2:11]/[CH:10]=[CH:9]/[C:3]4[CH:4]=[C:5]([F:8])[CH:6]=[CH:7][C:2]=4[F:1])[CH2:13][CH:14]3[C:34]([OH:36])=[O:35])[C:26]=2[CH:27]=1)#[N:32]. The catalyst class is: 24.